Dataset: Full USPTO retrosynthesis dataset with 1.9M reactions from patents (1976-2016). Task: Predict the reactants needed to synthesize the given product. (1) Given the product [C:29]([N:18]1[C:17](=[O:33])[C:16]([NH:15][CH2:14][CH2:13][CH2:12][O:11][C:37]2[CH:39]=[CH:40][CH:41]=[C:34]([OH:35])[CH:36]=2)=[C:20]([C:21]2[CH:26]=[CH:25][CH:24]=[CH:23][CH:22]=2)[S:19]1(=[O:28])=[O:27])([CH3:31])([CH3:32])[CH3:30], predict the reactants needed to synthesize it. The reactants are: CC1C=CC(S([O:11][CH2:12][CH2:13][CH2:14][NH:15][C:16]2[C:17](=[O:33])[N:18]([C:29]([CH3:32])([CH3:31])[CH3:30])[S:19](=[O:28])(=[O:27])[C:20]=2[C:21]2[CH:26]=[CH:25][CH:24]=[CH:23][CH:22]=2)(=O)=O)=CC=1.[C:34]1([CH:41]=[CH:40][CH:39]=[C:37](O)[CH:36]=1)[OH:35].C([O-])([O-])=O.[K+].[K+]. (2) Given the product [Cl:12][C:13]1[C:14]([C:19](=[O:20])[N:3]([CH2:4][CH3:5])[CH2:1][CH3:2])=[C:15]([CH:21]=[CH:22][CH:23]=1)[C:16]([OH:18])=[O:17], predict the reactants needed to synthesize it. The reactants are: [CH2:1]([NH:3][CH2:4][CH3:5])[CH3:2].CC(N(C)C)=O.[Cl:12][C:13]1[CH:23]=[CH:22][CH:21]=[C:15]2[C:16]([O:18][C:19](=[O:20])[C:14]=12)=[O:17].[OH-].[Na+].